This data is from Reaction yield outcomes from USPTO patents with 853,638 reactions. The task is: Predict the reaction yield, written as a fraction of the theoretical maximum amount of product (1.0 means a 100% yield; for example, 0.34 means a 34% yield). (1) The reactants are O=O.[CH:3]1([OH:11])[CH2:10][CH2:9][CH2:8][CH2:7][CH2:6][CH2:5][CH2:4]1. The catalyst is [Pt].O. The product is [C:3]1(=[O:11])[CH2:10][CH2:9][CH2:8][CH2:7][CH2:6][CH2:5][CH2:4]1. The yield is 0.930. (2) The reactants are Br[C:2]1[S:3][C:4]([C:10]2[N:14]=[CH:13][N:12]([CH:15]3[CH2:20][CH2:19][CH2:18][CH2:17][O:16]3)[N:11]=2)=[C:5]([Br:9])[C:6]=1[C:7]#[N:8].C[Sn](C)(C)[C:23]1[CH:28]=[CH:27][N:26]=[C:25]([NH:29][C:30](=[O:33])[O:31][CH3:32])[CH:24]=1.[Cl-].[Li+]. The catalyst is O1CCOCC1.CN(C=O)C.C(Cl)Cl.[Cu]I.C1C=CC([P]([Pd]([P](C2C=CC=CC=2)(C2C=CC=CC=2)C2C=CC=CC=2)([P](C2C=CC=CC=2)(C2C=CC=CC=2)C2C=CC=CC=2)[P](C2C=CC=CC=2)(C2C=CC=CC=2)C2C=CC=CC=2)(C2C=CC=CC=2)C2C=CC=CC=2)=CC=1. The product is [Br:9][C:5]1[C:6]([C:7]#[N:8])=[C:2]([C:23]2[CH:28]=[CH:27][N:26]=[C:25]([NH:29][C:30](=[O:33])[O:31][CH3:32])[CH:24]=2)[S:3][C:4]=1[C:10]1[N:14]=[CH:13][N:12]([CH:15]2[CH2:20][CH2:19][CH2:18][CH2:17][O:16]2)[N:11]=1. The yield is 0.778. (3) The reactants are S(OS(C(F)(F)F)(=O)=O)(C(F)(F)F)(=O)=O.[CH3:16][O:17][C:18]1[N:23]=[C:22]([C:24]([NH:26][CH3:27])=O)[CH:21]=[CH:20][C:19]=1[N+:28]([O-:30])=[O:29].[N-:31]=[N+:32]=[N-:33].[Na+].C([O-])(O)=O.[Na+]. The catalyst is CC#N. The product is [CH3:16][O:17][C:18]1[C:19]([N+:28]([O-:30])=[O:29])=[CH:20][CH:21]=[C:22]([C:24]2[N:26]([CH3:27])[N:33]=[N:32][N:31]=2)[N:23]=1. The yield is 0.490. (4) The reactants are [F:1][C:2]1([F:40])[O:6][C:5]2[CH:7]=[CH:8][C:9]([C:11]3([C:14]([NH:16][C@H:17]4[C:26]5[C:21](=[CH:22][C:23]([O:27][CH3:28])=[CH:24][CH:25]=5)[O:20][C@@H:19]([C:29]5[CH:38]=[CH:37][C:32]([C:33]([O:35]C)=[O:34])=[CH:31][C:30]=5[F:39])[CH2:18]4)=[O:15])[CH2:13][CH2:12]3)=[CH:10][C:4]=2[O:3]1.[Li+].[OH-]. The catalyst is CO. The product is [F:40][C:2]1([F:1])[O:6][C:5]2[CH:7]=[CH:8][C:9]([C:11]3([C:14]([NH:16][C@H:17]4[C:26]5[C:21](=[CH:22][C:23]([O:27][CH3:28])=[CH:24][CH:25]=5)[O:20][C@@H:19]([C:29]5[CH:38]=[CH:37][C:32]([C:33]([OH:35])=[O:34])=[CH:31][C:30]=5[F:39])[CH2:18]4)=[O:15])[CH2:13][CH2:12]3)=[CH:10][C:4]=2[O:3]1. The yield is 0.870. (5) The reactants are Br[C:2]1[S:3][C:4]([NH:18][C:19]([C:21]2[CH:22]=[N:23][N:24]3[CH:29]=[CH:28][CH:27]=[N:26][C:25]=23)=[O:20])=[C:5]([C:7]2[CH:12]=[C:11]([Cl:13])[CH:10]=[CH:9][C:8]=2[O:14][CH:15]([F:17])[F:16])[N:6]=1.[CH2:30]([OH:33])[C:31]#[CH:32].C(N(CC)CC)C. The catalyst is C1COCC1.Cl[Pd](Cl)([P](C1C=CC=CC=1)(C1C=CC=CC=1)C1C=CC=CC=1)[P](C1C=CC=CC=1)(C1C=CC=CC=1)C1C=CC=CC=1.[Cu]I. The product is [Cl:13][C:11]1[CH:10]=[CH:9][C:8]([O:14][CH:15]([F:17])[F:16])=[C:7]([C:5]2[N:6]=[C:2]([C:32]#[C:31][CH2:30][OH:33])[S:3][C:4]=2[NH:18][C:19]([C:21]2[CH:22]=[N:23][N:24]3[CH:29]=[CH:28][CH:27]=[N:26][C:25]=23)=[O:20])[CH:12]=1. The yield is 0.780. (6) The reactants are [F:1][C:2]1[CH:3]=[CH:4][C:5]([N+:9]([O-:11])=[O:10])=[C:6]([OH:8])[CH:7]=1.I[CH:13]([CH3:15])[CH3:14].C([O-])([O-])=O.[K+].[K+]. The catalyst is CC(C)=O. The product is [F:1][C:2]1[CH:3]=[CH:4][C:5]([N+:9]([O-:11])=[O:10])=[C:6]([O:8][CH:13]([CH3:15])[CH3:14])[CH:7]=1. The yield is 0.780.